Dataset: Forward reaction prediction with 1.9M reactions from USPTO patents (1976-2016). Task: Predict the product of the given reaction. (1) Given the reactants [Cl:1][C:2]1[C:3]2[C:10]([C:11]3[CH:16]=[CH:15][C:14]([O:17][CH3:18])=[C:13]([Cl:19])[C:12]=3[CH3:20])=[CH:9][S:8][C:4]=2[N:5]=[CH:6][N:7]=1.C([N-]C(C)C)(C)C.[Li+].[I:29]I.[NH4+].[Cl-], predict the reaction product. The product is: [Cl:1][C:2]1[C:3]2[C:10]([C:11]3[CH:16]=[CH:15][C:14]([O:17][CH3:18])=[C:13]([Cl:19])[C:12]=3[CH3:20])=[C:9]([I:29])[S:8][C:4]=2[N:5]=[CH:6][N:7]=1. (2) Given the reactants [Br:1][C:2]1[CH:7]=[C:6]([OH:8])[CH:5]=[CH:4][C:3]=1[CH2:9][C:10]([N:12]([O:14][CH3:15])[CH3:13])=[O:11].[H-].[Na+].Br[CH2:19][O:20][CH3:21].O, predict the reaction product. The product is: [Br:1][C:2]1[CH:7]=[C:6]([O:8][CH2:19][O:20][CH3:21])[CH:5]=[CH:4][C:3]=1[CH2:9][C:10]([N:12]([O:14][CH3:15])[CH3:13])=[O:11].